Predict the product of the given reaction. From a dataset of Forward reaction prediction with 1.9M reactions from USPTO patents (1976-2016). Given the reactants Br[C:2]1[CH:7]=[CH:6][C:5]([C:8]([N:10]2[CH2:15][CH2:14][N:13]([C:16]3[C:21]([CH3:22])=[CH:20][C:19]([CH3:23])=[CH:18][N:17]=3)[CH2:12][CH2:11]2)=[O:9])=[C:4]([Cl:24])[CH:3]=1.[CH3:25][N:26]1[CH2:30][CH2:29][NH:28][C:27]1=[O:31], predict the reaction product. The product is: [Cl:24][C:4]1[CH:3]=[C:2]([N:28]2[CH2:29][CH2:30][N:26]([CH3:25])[C:27]2=[O:31])[CH:7]=[CH:6][C:5]=1[C:8]([N:10]1[CH2:15][CH2:14][N:13]([C:16]2[C:21]([CH3:22])=[CH:20][C:19]([CH3:23])=[CH:18][N:17]=2)[CH2:12][CH2:11]1)=[O:9].